This data is from Catalyst prediction with 721,799 reactions and 888 catalyst types from USPTO. The task is: Predict which catalyst facilitates the given reaction. (1) Reactant: [CH3:1][CH:2]1[CH2:7][CH2:6][C:5]([CH3:9])([CH3:8])[C:4](/[CH:10]=[CH:11]/[C:12]([OH:14])=O)=[CH:3]1.CN(C(ON1N=NC2C=CC=NC1=2)=[N+](C)C)C.F[P-](F)(F)(F)(F)F.[NH:39]1[CH2:44][CH2:43][O:42][CH2:41][CH2:40]1.C(N(C(C)C)CC)(C)C. Product: [O:42]1[CH2:43][CH2:44][N:39]([C:12](=[O:14])/[CH:11]=[CH:10]/[C:4]2[C:5]([CH3:8])([CH3:9])[CH2:6][CH2:7][CH:2]([CH3:1])[CH:3]=2)[CH2:40][CH2:41]1. The catalyst class is: 18. (2) Reactant: [Br:1][C:2]1[CH:7]=[CH:6][C:5]([N+:8]([O-:10])=[O:9])=[CH:4][C:3]=1[O:11]C.[Cl-].[Al+3].[Cl-].[Cl-].Cl. Product: [Br:1][C:2]1[CH:7]=[CH:6][C:5]([N+:8]([O-:10])=[O:9])=[CH:4][C:3]=1[OH:11]. The catalyst class is: 2. (3) Reactant: [Li+].C[Si]([N-][Si](C)(C)C)(C)C.[O:11]=[C:12]1[CH2:16][N:15]([C:17]([O:19][C:20]([CH3:23])([CH3:22])[CH3:21])=[O:18])[C@H:14]([C:24]([O:26][CH3:27])=[O:25])[CH2:13]1.[F:28][C:29]([F:48])([F:47])[S:30](N(C1C=CC=CC=1)[S:30]([C:29]([F:48])([F:47])[F:28])(=[O:32])=[O:31])(=[O:32])=[O:31].CCOC(C)=O. Product: [F:28][C:29]([F:48])([F:47])[S:30]([O:11][C:12]1[CH2:16][N:15]([C:17]([O:19][C:20]([CH3:21])([CH3:22])[CH3:23])=[O:18])[C@H:14]([C:24]([O:26][CH3:27])=[O:25])[CH:13]=1)(=[O:32])=[O:31]. The catalyst class is: 598. (4) Reactant: [Cl:1][C:2]1[N:7]=[C:6](Cl)[C:5]([F:9])=[CH:4][N:3]=1.C(N(CC)CC)C.[C:17]([C:19]1[CH:20]=[C:21]([NH:25][C:26](=[O:31])[C:27]([F:30])([F:29])[F:28])[CH:22]=[CH:23][CH:24]=1)#[CH:18]. Product: [Cl:1][C:2]1[N:7]=[C:6]([C:18]#[C:17][C:19]2[CH:20]=[C:21]([NH:25][C:26](=[O:31])[C:27]([F:28])([F:29])[F:30])[CH:22]=[CH:23][CH:24]=2)[C:5]([F:9])=[CH:4][N:3]=1. The catalyst class is: 540. (5) Reactant: [CH3:1][O:2][CH2:3][C:4]1[N:8]([S:9]([C:12]2[CH:18]=[CH:17][C:15]([CH3:16])=[CH:14][CH:13]=2)(=[O:11])=[O:10])[C:7]2[CH:19]=[CH:20][C:21]([N+:23]([O-])=O)=[CH:22][C:6]=2[N:5]=1. Product: [CH3:1][O:2][CH2:3][C:4]1[N:8]([S:9]([C:12]2[CH:13]=[CH:14][C:15]([CH3:16])=[CH:17][CH:18]=2)(=[O:11])=[O:10])[C:7]2[CH:19]=[CH:20][C:21]([NH2:23])=[CH:22][C:6]=2[N:5]=1. The catalyst class is: 8.